This data is from Reaction yield outcomes from USPTO patents with 853,638 reactions. The task is: Predict the reaction yield, written as a fraction of the theoretical maximum amount of product (1.0 means a 100% yield; for example, 0.34 means a 34% yield). (1) The reactants are [CH2:1]([N:8](C)[CH2:9][C:10]1([CH3:36])[CH2:14][C:13]2[C:15]([CH3:35])=[C:16]([N:21]3[CH2:26][CH2:25][N:24]([C:27]4[CH:32]=[CH:31][C:30]([O:33][CH3:34])=[CH:29][CH:28]=4)[CH2:23][CH2:22]3)[C:17]([CH3:20])=[C:18]([CH3:19])[C:12]=2[O:11]1)C1C=CC=CC=1. The catalyst is [C].[Pd].C(OCC)(=O)C. The product is [CH3:34][O:33][C:30]1[CH:29]=[CH:28][C:27]([N:24]2[CH2:23][CH2:22][N:21]([C:16]3[C:17]([CH3:20])=[C:18]([CH3:19])[C:12]4[O:11][C:10]([CH2:9][NH:8][CH3:1])([CH3:36])[CH2:14][C:13]=4[C:15]=3[CH3:35])[CH2:26][CH2:25]2)=[CH:32][CH:31]=1. The yield is 0.320. (2) The reactants are [C:1]([C:5]1[CH:14]=[C:13]([OH:15])[C:12]2[C:7](=[C:8](SC)[CH:9]=[CH:10][CH:11]=2)[N:6]=1)([O:3][CH3:4])=[O:2].[CH3:18]SC1C=CC=CC=1N.N1C2C(=CC=CC=2)C=CC=1. No catalyst specified. The product is [C:1]([C:5]1[CH:14]=[C:13]([OH:15])[C:12]2[C:7](=[C:8]([CH3:18])[CH:9]=[CH:10][CH:11]=2)[N:6]=1)([O:3][CH3:4])=[O:2]. The yield is 0.590. (3) The reactants are FC(F)(F)S([C:6]1[C:14]2[S:13][C:12]([NH:15][C:16]([NH:18][CH2:19][CH3:20])=[O:17])=[N:11][C:10]=2[CH:9]=[CH:8][CH:7]=1)(=O)=O.[Cl-].[Li+].[C:25]1(P(C2C=CC=CC=2)C2C=CC=CC=2)C=CC=C[CH:26]=1.C([Sn](C=C)(C=C)C=C)=C. The catalyst is Cl[Pd](Cl)([P](C1C=CC=CC=1)(C1C=CC=CC=1)C1C=CC=CC=1)[P](C1C=CC=CC=1)(C1C=CC=CC=1)C1C=CC=CC=1. The product is [CH:25]([C:6]1[C:14]2[S:13][C:12]([NH:15][C:16]([NH:18][CH2:19][CH3:20])=[O:17])=[N:11][C:10]=2[CH:9]=[CH:8][CH:7]=1)=[CH2:26]. The yield is 0.140. (4) The reactants are [N+:1]([C:4]1[CH:5]=[CH:6][CH:7]=[C:8]2[C:13]=1[N:12]=[CH:11][CH:10]=[CH:9]2)([O-])=O.[OH-].[Na+]. The catalyst is C(O)(=O)C.C(Cl)Cl.C([O-])(O)=O.[Na+].[Pt]=O. The product is [NH2:1][C:4]1[CH:5]=[CH:6][CH:7]=[C:8]2[C:13]=1[NH:12][CH2:11][CH2:10][CH2:9]2. The yield is 0.790.